Dataset: NCI-60 drug combinations with 297,098 pairs across 59 cell lines. Task: Regression. Given two drug SMILES strings and cell line genomic features, predict the synergy score measuring deviation from expected non-interaction effect. (1) Drug 1: C1=CC=C(C(=C1)C(C2=CC=C(C=C2)Cl)C(Cl)Cl)Cl. Drug 2: C1CC(=O)NC(=O)C1N2C(=O)C3=CC=CC=C3C2=O. Cell line: ACHN. Synergy scores: CSS=-2.08, Synergy_ZIP=0.786, Synergy_Bliss=0.398, Synergy_Loewe=0.0975, Synergy_HSA=-1.11. (2) Drug 1: CNC(=O)C1=CC=CC=C1SC2=CC3=C(C=C2)C(=NN3)C=CC4=CC=CC=N4. Drug 2: CC12CCC3C(C1CCC2O)C(CC4=C3C=CC(=C4)O)CCCCCCCCCS(=O)CCCC(C(F)(F)F)(F)F. Cell line: HT29. Synergy scores: CSS=9.17, Synergy_ZIP=-1.77, Synergy_Bliss=3.04, Synergy_Loewe=0.686, Synergy_HSA=1.97. (3) Drug 1: C1=C(C(=O)NC(=O)N1)N(CCCl)CCCl. Cell line: SN12C. Synergy scores: CSS=42.1, Synergy_ZIP=-8.09, Synergy_Bliss=-1.72, Synergy_Loewe=-0.649, Synergy_HSA=-0.00237. Drug 2: C1C(C(OC1N2C=NC3=C(N=C(N=C32)Cl)N)CO)O. (4) Drug 1: C1CC(=O)NC(=O)C1N2C(=O)C3=CC=CC=C3C2=O. Drug 2: N.N.Cl[Pt+2]Cl. Cell line: NCI-H226. Synergy scores: CSS=11.2, Synergy_ZIP=-3.81, Synergy_Bliss=-1.69, Synergy_Loewe=-4.31, Synergy_HSA=-1.48. (5) Drug 1: C1=CC(=CC=C1CC(C(=O)O)N)N(CCCl)CCCl.Cl. Drug 2: CCC1(C2=C(COC1=O)C(=O)N3CC4=CC5=C(C=CC(=C5CN(C)C)O)N=C4C3=C2)O.Cl. Cell line: MDA-MB-435. Synergy scores: CSS=5.59, Synergy_ZIP=0.185, Synergy_Bliss=1.69, Synergy_Loewe=-79.7, Synergy_HSA=-3.96. (6) Synergy scores: CSS=0.188, Synergy_ZIP=2.33, Synergy_Bliss=0.0313, Synergy_Loewe=-3.30, Synergy_HSA=-2.98. Drug 1: CC1=C(C=C(C=C1)NC2=NC=CC(=N2)N(C)C3=CC4=NN(C(=C4C=C3)C)C)S(=O)(=O)N.Cl. Drug 2: C(CN)CNCCSP(=O)(O)O. Cell line: SF-268.